This data is from Reaction yield outcomes from USPTO patents with 853,638 reactions. The task is: Predict the reaction yield, written as a fraction of the theoretical maximum amount of product (1.0 means a 100% yield; for example, 0.34 means a 34% yield). (1) The yield is 1.00. The catalyst is CN(C)C=O. The reactants are [CH3:1][CH:2]([N:4]1[CH2:9][CH2:8][N:7]([C:10]2[CH:15]=[CH:14][C:13]([NH2:16])=[CH:12][CH:11]=2)[CH2:6][CH2:5]1)[CH3:3].[C:17](N1C=CN=C1)(N1C=CN=C1)=[S:18]. The product is [N:16]([C:13]1[CH:14]=[CH:15][C:10]([N:7]2[CH2:8][CH2:9][N:4]([CH:2]([CH3:1])[CH3:3])[CH2:5][CH2:6]2)=[CH:11][CH:12]=1)=[C:17]=[S:18]. (2) The reactants are [C:1]([C:3]1[CH:4]=[C:5]([C:10]2[CH:22]=[CH:21][C:13]([C:14]([NH:16][S:17]([CH3:20])(=[O:19])=[O:18])=[O:15])=[CH:12][C:11]=2[O:23][CH3:24])[CH:6]=[N:7][C:8]=1F)#[N:2].C([O-])([O-])=O.[Cs+].[Cs+].[Cl:31][C:32]1[CH:33]=[C:34]([OH:39])[CH:35]=[CH:36][C:37]=1[CH3:38]. The catalyst is CS(C)=O. The product is [Cl:31][C:32]1[CH:33]=[C:34]([CH:35]=[CH:36][C:37]=1[CH3:38])[O:39][C:8]1[N:7]=[CH:6][C:5]([C:10]2[CH:22]=[CH:21][C:13]([C:14]([NH:16][S:17]([CH3:20])(=[O:19])=[O:18])=[O:15])=[CH:12][C:11]=2[O:23][CH3:24])=[CH:4][C:3]=1[C:1]#[N:2]. The yield is 0.340.